Dataset: Forward reaction prediction with 1.9M reactions from USPTO patents (1976-2016). Task: Predict the product of the given reaction. (1) Given the reactants [CH2:1]([O:8][C:9]1[CH:10]=[C:11]([S:22][CH2:23][CH2:24][C:25](OC)=O)[CH:12]=[N:13][C:14]=1[NH:15][C:16]1[S:17][CH:18]=[C:19]([CH3:21])[N:20]=1)[C:2]1[CH:7]=[CH:6][CH:5]=[CH:4][CH:3]=1.CC([O-])(C)C.[K+].[ClH:35].[Cl:36]CC1C=[CH:42][N:41]=[CH:40][CH:39]=1.Cl, predict the reaction product. The product is: [ClH:36].[ClH:35].[CH2:1]([O:8][C:9]1[C:14]([NH:15][C:16]2[S:17][CH:18]=[C:19]([CH3:21])[N:20]=2)=[N:13][CH:12]=[C:11]([S:22][CH2:23][C:24]2[CH:25]=[CH:42][N:41]=[CH:40][CH:39]=2)[CH:10]=1)[C:2]1[CH:7]=[CH:6][CH:5]=[CH:4][CH:3]=1. (2) The product is: [CH3:30][C:6]1([CH3:31])[C:7]2[C:12](=[CH:11][C:10]([NH:13][C:14](=[O:29])[C:15]3[CH:20]=[CH:19][CH:18]=[CH:17][C:16]=3[NH:21][CH2:22][C:23]3[CH:28]=[CH:27][N:26]=[CH:25][CH:24]=3)=[CH:9][CH:8]=2)[NH:4][CH2:5]1. Given the reactants C([N:4]1[C:12]2[C:7](=[CH:8][CH:9]=[C:10]([NH:13][C:14](=[O:29])[C:15]3[CH:20]=[CH:19][CH:18]=[CH:17][C:16]=3[NH:21][CH2:22][C:23]3[CH:28]=[CH:27][N:26]=[CH:25][CH:24]=3)[CH:11]=2)[C:6]([CH3:31])([CH3:30])[CH2:5]1)(=O)C.Cl, predict the reaction product. (3) Given the reactants [CH2:1]([O:8][C:9](=[O:21])[NH:10][C:11]1([C:14](=O)/[N:15]=[CH:16]/[N:17](C)C)[CH2:13][CH2:12]1)[C:2]1[CH:7]=[CH:6][CH:5]=[CH:4][CH:3]=1.Cl.Cl.[NH2:24]N.CCOC(C)=O.O, predict the reaction product. The product is: [CH2:1]([O:8][C:9](=[O:21])[NH:10][C:11]1([C:14]2[NH:15][CH:16]=[N:17][N:24]=2)[CH2:13][CH2:12]1)[C:2]1[CH:7]=[CH:6][CH:5]=[CH:4][CH:3]=1. (4) Given the reactants [CH3:1][O:2][C:3](=[O:20])[C:4]1[CH:9]=[C:8]([C:10]2[CH:14]=[CH:13][O:12][CH:11]=2)[C:7]([C:15]([F:18])([F:17])[F:16])=[CH:6][C:5]=1[NH2:19], predict the reaction product. The product is: [CH3:1][O:2][C:3](=[O:20])[C:4]1[CH:9]=[C:8]([CH:10]2[CH2:14][CH2:13][O:12][CH2:11]2)[C:7]([C:15]([F:17])([F:18])[F:16])=[CH:6][C:5]=1[NH2:19]. (5) Given the reactants [N:1]1([C:7]2[N:8]=[C:9]([CH2:14][C:15]([O-:17])=O)[NH:10][C:11](=[O:13])[CH:12]=2)[CH2:6][CH2:5][O:4][CH2:3][CH2:2]1.[Na+].[F:19][CH:20]([F:29])[C:21]1[CH:22]=[C:23]([CH:25]=[CH:26][C:27]=1[F:28])[NH2:24].Cl.CN(C)CCCN=C=NCC, predict the reaction product. The product is: [F:29][CH:20]([F:19])[C:21]1[CH:22]=[C:23]([NH:24][C:15](=[O:17])[CH2:14][C:9]2[NH:10][C:11](=[O:13])[CH:12]=[C:7]([N:1]3[CH2:2][CH2:3][O:4][CH2:5][CH2:6]3)[N:8]=2)[CH:25]=[CH:26][C:27]=1[F:28]. (6) Given the reactants C1(O)C=CC=CC=1.[OH-].[K+].[CH2:10]1[O:18][CH:11]1[C:12]1[CH:17]=[CH:16][CH:15]=[CH:14][CH:13]=1.[OH-].[Na+], predict the reaction product. The product is: [C:12]1([CH2:11][CH2:10][OH:18])[CH:17]=[CH:16][CH:15]=[CH:14][CH:13]=1.